Dataset: Full USPTO retrosynthesis dataset with 1.9M reactions from patents (1976-2016). Task: Predict the reactants needed to synthesize the given product. (1) The reactants are: [Cl:1][C:2]1[CH:3]=[C:4]([C:12]2[O:16][N:15]=[C:14]([C:17]3[CH:18]=[C:19]4[C:23](=[C:24]([F:26])[CH:25]=3)[NH:22][C:21]([CH2:27][CH2:28][C:29]([O:31]CC)=[O:30])=[CH:20]4)[N:13]=2)[CH:5]=[CH:6][C:7]=1[O:8][CH:9]([CH3:11])[CH3:10].[OH-].[Na+].Cl. Given the product [Cl:1][C:2]1[CH:3]=[C:4]([C:12]2[O:16][N:15]=[C:14]([C:17]3[CH:18]=[C:19]4[C:23](=[C:24]([F:26])[CH:25]=3)[NH:22][C:21]([CH2:27][CH2:28][C:29]([OH:31])=[O:30])=[CH:20]4)[N:13]=2)[CH:5]=[CH:6][C:7]=1[O:8][CH:9]([CH3:11])[CH3:10], predict the reactants needed to synthesize it. (2) Given the product [F:12][C:13]1[CH:19]=[C:18]([F:20])[CH:17]=[CH:16][C:14]=1[NH:15][C:5]1[N:6]=[CH:7][CH:8]=[CH:9][C:4]=1[C:3]([O:2][CH3:1])=[O:11], predict the reactants needed to synthesize it. The reactants are: [CH3:1][O:2][C:3](=[O:11])[C:4]1[CH:9]=[CH:8][CH:7]=[N:6][C:5]=1F.[F:12][C:13]1[CH:19]=[C:18]([F:20])[CH:17]=[CH:16][C:14]=1[NH2:15].